Dataset: Forward reaction prediction with 1.9M reactions from USPTO patents (1976-2016). Task: Predict the product of the given reaction. (1) Given the reactants [NH2:1][C@H:2]1[CH2:7][CH2:6][N:5]([CH2:8][CH2:9][N:10]2[C:19]3[C:14](=[N:15][CH:16]=[C:17]([F:20])[CH:18]=3)[CH:13]=[CH:12][C:11]2=[O:21])[CH2:4][C@H:3]1[OH:22].[Cl:23][C:24]1[CH:25]=[C:26]([CH:32]=O)[CH:27]=[N:28][C:29]=1[CH2:30][OH:31], predict the reaction product. The product is: [Cl:23][C:24]1[CH:25]=[C:26]([CH2:32][NH:1][C@H:2]2[CH2:7][CH2:6][N:5]([CH2:8][CH2:9][N:10]3[C:19]4[C:14](=[N:15][CH:16]=[C:17]([F:20])[CH:18]=4)[CH:13]=[CH:12][C:11]3=[O:21])[CH2:4][C@H:3]2[OH:22])[CH:27]=[N:28][C:29]=1[CH2:30][OH:31]. (2) Given the reactants [Cl:1][C:2]1[CH:3]=[C:4]([F:13])[C:5]([CH3:12])=[C:6]2[C:10]=1[NH:9][C:8]([CH3:11])=[CH:7]2.Cl[C:15]1[C:19]2[CH:20]=[CH:21][CH:22]=[CH:23][C:18]=2[S:17][N:16]=1, predict the reaction product. The product is: [S:17]1[C:18]2[CH:23]=[CH:22][CH:21]=[CH:20][C:19]=2[C:15]([C:7]2[C:6]3[C:10](=[C:2]([Cl:1])[CH:3]=[C:4]([F:13])[C:5]=3[CH3:12])[NH:9][C:8]=2[CH3:11])=[N:16]1. (3) Given the reactants [CH3:1][C:2]1[O:6][N:5]=[C:4]([C:7]2[CH:12]=[CH:11][CH:10]=[CH:9][CH:8]=2)[C:3]=1[C:13]1[CH:18]=[CH:17][C:16]([OH:19])=[CH:15][CH:14]=1.[H-].[Na+].Br[CH2:23][CH2:24][O:25][CH:26]1[CH2:31][CH2:30][CH2:29][CH2:28][O:27]1.C(OCC)(=O)C, predict the reaction product. The product is: [CH3:1][C:2]1[O:6][N:5]=[C:4]([C:7]2[CH:8]=[CH:9][CH:10]=[CH:11][CH:12]=2)[C:3]=1[C:13]1[CH:14]=[CH:15][C:16]([O:19][CH2:23][CH2:24][O:25][CH:26]2[CH2:31][CH2:30][CH2:29][CH2:28][O:27]2)=[CH:17][CH:18]=1. (4) Given the reactants [Cl:1][C:2]1[CH:11]=[C:10]2[C:5]([C:6](=[O:29])[C:7]([CH2:18][NH:19][C:20]([NH:22][CH:23]3[CH2:28][CH2:27][NH:26][CH2:25][CH2:24]3)=[O:21])=[CH:8][N:9]2[C:12]2[CH:17]=[CH:16][CH:15]=[CH:14][CH:13]=2)=[CH:4][CH:3]=1.[C:30]1([S:36](Cl)(=[O:38])=[O:37])[CH:35]=[CH:34][CH:33]=[CH:32][CH:31]=1, predict the reaction product. The product is: [Cl:1][C:2]1[CH:11]=[C:10]2[C:5]([C:6](=[O:29])[C:7]([CH2:18][NH:19][C:20]([NH:22][CH:23]3[CH2:28][CH2:27][N:26]([S:36]([C:30]4[CH:35]=[CH:34][CH:33]=[CH:32][CH:31]=4)(=[O:38])=[O:37])[CH2:25][CH2:24]3)=[O:21])=[CH:8][N:9]2[C:12]2[CH:13]=[CH:14][CH:15]=[CH:16][CH:17]=2)=[CH:4][CH:3]=1.